From a dataset of Reaction yield outcomes from USPTO patents with 853,638 reactions. Predict the reaction yield, written as a fraction of the theoretical maximum amount of product (1.0 means a 100% yield; for example, 0.34 means a 34% yield). (1) The reactants are [CH3:1][N:2]([CH3:25])[C:3](=[O:24])[CH2:4][C:5]1[C:13]2[C:8](=[C:9]([F:21])[CH:10]=[C:11]([CH2:16][CH2:17][C:18](O)=[O:19])[C:12]=2[O:14][CH3:15])[N:7]([CH2:22][CH3:23])[CH:6]=1.C[N:27](C(ON1N=NC2C=CC=NC1=2)=[N+](C)C)C.F[P-](F)(F)(F)(F)F.CCN(C(C)C)C(C)C.[Cl-].[NH4+]. The catalyst is C1COCC1.O. The product is [CH3:1][N:2]([CH3:25])[C:3](=[O:24])[CH2:4][C:5]1[C:13]2[C:8](=[C:9]([F:21])[CH:10]=[C:11]([CH2:16][CH2:17][C:18]([NH2:27])=[O:19])[C:12]=2[O:14][CH3:15])[N:7]([CH2:22][CH3:23])[CH:6]=1. The yield is 0.840. (2) The reactants are Cl[C:2]1[N:7]=[C:6]([N:8]2[CH2:13][CH2:12][O:11][CH2:10][CH2:9]2)[N:5]=[C:4]([N:14]2[C:18]3[CH:19]=[CH:20][CH:21]=[C:22]([O:23][CH3:24])[C:17]=3[N:16]=[C:15]2[CH:25]([F:27])[F:26])[N:3]=1.[NH:28]1[CH2:33][CH2:32][CH:31]([CH2:34][NH:35][C:36](=[O:42])[O:37][C:38]([CH3:41])([CH3:40])[CH3:39])[CH2:30][CH2:29]1. No catalyst specified. The product is [C:38]([O:37][C:36](=[O:42])[NH:35][CH2:34][CH:31]1[CH2:30][CH2:29][N:28]([C:2]2[N:3]=[C:4]([N:14]3[C:18]4[CH:19]=[CH:20][CH:21]=[C:22]([O:23][CH3:24])[C:17]=4[N:16]=[C:15]3[CH:25]([F:27])[F:26])[N:5]=[C:6]([N:8]3[CH2:9][CH2:10][O:11][CH2:12][CH2:13]3)[N:7]=2)[CH2:33][CH2:32]1)([CH3:41])([CH3:39])[CH3:40]. The yield is 0.940. (3) The reactants are Cl[CH:2]([C:4]1[NH:8][C:7]2[CH:9]=[CH:10][CH:11]=[CH:12][C:6]=2[N:5]=1)[CH3:3].[CH3:13][O-:14].[Na+]. The catalyst is CO. The product is [CH3:13][O:14][CH:2]([C:4]1[NH:8][C:7]2[CH:9]=[CH:10][CH:11]=[CH:12][C:6]=2[N:5]=1)[CH3:3]. The yield is 1.00. (4) The product is [Cl:1][C:2]1[CH:26]=[CH:25][CH:24]=[CH:23][C:3]=1[CH:4]([OH:5])[C:6]1[S:10][C:9]([NH:11][C:12](=[O:22])[CH:13]([C:16]2[CH:21]=[CH:20][CH:19]=[CH:18][CH:17]=2)[CH2:14][CH3:15])=[N:8][CH:7]=1. The yield is 0.450. The reactants are [Cl:1][C:2]1[CH:26]=[CH:25][CH:24]=[CH:23][C:3]=1[C:4]([C:6]1[S:10][C:9]([NH:11][C:12](=[O:22])[CH:13]([C:16]2[CH:21]=[CH:20][CH:19]=[CH:18][CH:17]=2)[CH2:14][CH3:15])=[N:8][CH:7]=1)=[O:5].[BH4-].[Na+]. The catalyst is CO. (5) The reactants are C(=O)(O)[O-].[Na+].[C:17]([O:16][C:14](O[C:14]([O:16][C:17]([CH3:20])([CH3:19])[CH3:18])=[O:15])=[O:15])([CH3:20])([CH3:19])[CH3:18].Cl.[OH:22][CH2:23][CH2:24][O:25][C:26]1[S:27][CH:28]=[C:29]([C:31]([NH2:33])=[NH:32])[N:30]=1. The catalyst is O1CCOCC1.O. The product is [C:17]([O:16][C:14](=[O:15])[NH:33][C:31]([C:29]1[N:30]=[C:26]([O:25][CH2:24][CH2:23][OH:22])[S:27][CH:28]=1)=[NH:32])([CH3:18])([CH3:19])[CH3:20]. The yield is 0.580. (6) The reactants are C(N(CC)CC)C.Br.Br[CH:10]([C:21]1[CH:26]=[CH:25][N:24]=[C:23]([O:27][CH2:28][C:29]2[CH:34]=[CH:33][CH:32]=[CH:31][CH:30]=2)[CH:22]=1)[C:11]([C:13]1[CH:18]=[C:17]([CH3:19])[CH:16]=[C:15]([CH3:20])[CH:14]=1)=O.[NH2:35][C:36]([NH2:38])=[S:37]. The catalyst is C(#N)C. The product is [CH3:20][C:15]1[CH:14]=[C:13]([C:11]2[N:35]=[C:36]([NH2:38])[S:37][C:10]=2[C:21]2[CH:26]=[CH:25][N:24]=[C:23]([O:27][CH2:28][C:29]3[CH:34]=[CH:33][CH:32]=[CH:31][CH:30]=3)[CH:22]=2)[CH:18]=[C:17]([CH3:19])[CH:16]=1. The yield is 0.530.